From a dataset of HIV replication inhibition screening data with 41,000+ compounds from the AIDS Antiviral Screen. Binary Classification. Given a drug SMILES string, predict its activity (active/inactive) in a high-throughput screening assay against a specified biological target. (1) The compound is CSc1ccc(NC(=O)Nc2cccc(C)n2)cc1. The result is 0 (inactive). (2) The molecule is COc1cc(C2c3cc4c(cc3OC(N3CCOCC3)C2C)OCO4)cc(OC)c1OC(C)=O. The result is 0 (inactive). (3) The molecule is O=S1(=O)c2ncn(COCCO)c2N=C2NC(c3ccccc3)=[O+][Ag-][NH+]21. The result is 0 (inactive). (4) The compound is COc1ccc(OC)c(C=C2CCc3ccccc3C2=O)c1. The result is 0 (inactive). (5) The compound is Nc1nc(N)c(N=O)c(O)n1. The result is 0 (inactive). (6) The drug is O=C(CO)C1CC2C=CC1C2. The result is 0 (inactive).